From a dataset of NCI-60 drug combinations with 297,098 pairs across 59 cell lines. Regression. Given two drug SMILES strings and cell line genomic features, predict the synergy score measuring deviation from expected non-interaction effect. Drug 1: CC1=C2C(C(=O)C3(C(CC4C(C3C(C(C2(C)C)(CC1OC(=O)C(C(C5=CC=CC=C5)NC(=O)OC(C)(C)C)O)O)OC(=O)C6=CC=CC=C6)(CO4)OC(=O)C)OC)C)OC. Drug 2: C1C(C(OC1N2C=NC3=C2NC=NCC3O)CO)O. Cell line: COLO 205. Synergy scores: CSS=49.6, Synergy_ZIP=2.99, Synergy_Bliss=-1.03, Synergy_Loewe=-28.6, Synergy_HSA=-0.920.